Dataset: Forward reaction prediction with 1.9M reactions from USPTO patents (1976-2016). Task: Predict the product of the given reaction. Given the reactants [Br:1][C:2]1[CH:3]=[C:4]([C:8]2([C:16]3[CH:17]=[CH:18][C:19]4[O:23][CH2:22][CH2:21][C:20]=4[CH:24]=3)[NH:12][C:11](=S)[N:10]([CH3:14])[C:9]2=[O:15])[CH:5]=[CH:6][CH:7]=1.C(OO)(C)(C)C.[NH3:31], predict the reaction product. The product is: [NH2:31][C:11]1[N:10]([CH3:14])[C:9](=[O:15])[C:8]([C:4]2[CH:5]=[CH:6][CH:7]=[C:2]([Br:1])[CH:3]=2)([C:16]2[CH:17]=[CH:18][C:19]3[O:23][CH2:22][CH2:21][C:20]=3[CH:24]=2)[N:12]=1.